Dataset: NCI-60 drug combinations with 297,098 pairs across 59 cell lines. Task: Regression. Given two drug SMILES strings and cell line genomic features, predict the synergy score measuring deviation from expected non-interaction effect. (1) Drug 1: C1CCC(C1)C(CC#N)N2C=C(C=N2)C3=C4C=CNC4=NC=N3. Drug 2: C1=CN(C(=O)N=C1N)C2C(C(C(O2)CO)O)O.Cl. Cell line: MDA-MB-231. Synergy scores: CSS=27.1, Synergy_ZIP=-8.63, Synergy_Bliss=-2.61, Synergy_Loewe=-14.1, Synergy_HSA=-0.700. (2) Drug 1: CC12CCC(CC1=CCC3C2CCC4(C3CC=C4C5=CN=CC=C5)C)O. Drug 2: C(CN)CNCCSP(=O)(O)O. Cell line: HOP-62. Synergy scores: CSS=-4.81, Synergy_ZIP=1.52, Synergy_Bliss=1.69, Synergy_Loewe=-8.87, Synergy_HSA=-4.17. (3) Drug 1: CN(CC1=CN=C2C(=N1)C(=NC(=N2)N)N)C3=CC=C(C=C3)C(=O)NC(CCC(=O)O)C(=O)O. Drug 2: CC(C)(C1=NC(=CC=C1)N2C3=NC(=NC=C3C(=O)N2CC=C)NC4=CC=C(C=C4)N5CCN(CC5)C)O. Cell line: NCI-H460. Synergy scores: CSS=44.0, Synergy_ZIP=-0.540, Synergy_Bliss=-0.673, Synergy_Loewe=-7.32, Synergy_HSA=0.248. (4) Drug 1: C1=C(C(=O)NC(=O)N1)N(CCCl)CCCl. Drug 2: CC1C(C(CC(O1)OC2CC(CC3=C2C(=C4C(=C3O)C(=O)C5=CC=CC=C5C4=O)O)(C(=O)C)O)N)O. Cell line: NCIH23. Synergy scores: CSS=50.7, Synergy_ZIP=-2.59, Synergy_Bliss=-2.79, Synergy_Loewe=-0.669, Synergy_HSA=1.35. (5) Drug 2: C1=NNC2=C1C(=O)NC=N2. Drug 1: C1CCC(CC1)NC(=O)N(CCCl)N=O. Cell line: 786-0. Synergy scores: CSS=23.2, Synergy_ZIP=-9.43, Synergy_Bliss=-2.72, Synergy_Loewe=-25.8, Synergy_HSA=-2.31. (6) Drug 1: C#CCC(CC1=CN=C2C(=N1)C(=NC(=N2)N)N)C3=CC=C(C=C3)C(=O)NC(CCC(=O)O)C(=O)O. Drug 2: CS(=O)(=O)OCCCCOS(=O)(=O)C. Cell line: SF-268. Synergy scores: CSS=6.96, Synergy_ZIP=-0.670, Synergy_Bliss=2.34, Synergy_Loewe=-9.64, Synergy_HSA=-0.329.